From a dataset of NCI-60 drug combinations with 297,098 pairs across 59 cell lines. Regression. Given two drug SMILES strings and cell line genomic features, predict the synergy score measuring deviation from expected non-interaction effect. (1) Drug 2: C1C(C(OC1N2C=NC3=C(N=C(N=C32)Cl)N)CO)O. Cell line: KM12. Synergy scores: CSS=30.9, Synergy_ZIP=-5.90, Synergy_Bliss=-9.01, Synergy_Loewe=-18.6, Synergy_HSA=-5.95. Drug 1: CC(C1=C(C=CC(=C1Cl)F)Cl)OC2=C(N=CC(=C2)C3=CN(N=C3)C4CCNCC4)N. (2) Drug 1: CC12CCC3C(C1CCC2=O)CC(=C)C4=CC(=O)C=CC34C. Drug 2: C(CC(=O)O)C(=O)CN.Cl. Cell line: TK-10. Synergy scores: CSS=29.0, Synergy_ZIP=1.69, Synergy_Bliss=1.47, Synergy_Loewe=-13.3, Synergy_HSA=0.816. (3) Cell line: HL-60(TB). Drug 1: C1=CC(=CC=C1CCCC(=O)O)N(CCCl)CCCl. Drug 2: CC(C)(C#N)C1=CC(=CC(=C1)CN2C=NC=N2)C(C)(C)C#N. Synergy scores: CSS=61.5, Synergy_ZIP=1.34, Synergy_Bliss=-10.4, Synergy_Loewe=-11.0, Synergy_HSA=-10.8. (4) Drug 1: C1CN1P(=S)(N2CC2)N3CC3. Drug 2: CCC1=C2CN3C(=CC4=C(C3=O)COC(=O)C4(CC)O)C2=NC5=C1C=C(C=C5)O. Cell line: NCIH23. Synergy scores: CSS=23.5, Synergy_ZIP=-10.2, Synergy_Bliss=-0.493, Synergy_Loewe=-9.54, Synergy_HSA=1.52. (5) Synergy scores: CSS=46.4, Synergy_ZIP=-7.28, Synergy_Bliss=-10.8, Synergy_Loewe=-7.31, Synergy_HSA=-5.54. Drug 1: CC1=C2C(C(=O)C3(C(CC4C(C3C(C(C2(C)C)(CC1OC(=O)C(C(C5=CC=CC=C5)NC(=O)OC(C)(C)C)O)O)OC(=O)C6=CC=CC=C6)(CO4)OC(=O)C)OC)C)OC. Cell line: K-562. Drug 2: C1=CN(C(=O)N=C1N)C2C(C(C(O2)CO)O)O.Cl. (6) Drug 1: CC12CCC3C(C1CCC2=O)CC(=C)C4=CC(=O)C=CC34C. Drug 2: CCC1=CC2CC(C3=C(CN(C2)C1)C4=CC=CC=C4N3)(C5=C(C=C6C(=C5)C78CCN9C7C(C=CC9)(C(C(C8N6C)(C(=O)OC)O)OC(=O)C)CC)OC)C(=O)OC.C(C(C(=O)O)O)(C(=O)O)O. Cell line: LOX IMVI. Synergy scores: CSS=77.6, Synergy_ZIP=11.7, Synergy_Bliss=12.0, Synergy_Loewe=6.97, Synergy_HSA=14.4. (7) Drug 1: C1CC(=O)NC(=O)C1N2CC3=C(C2=O)C=CC=C3N. Drug 2: CCN(CC)CCCC(C)NC1=C2C=C(C=CC2=NC3=C1C=CC(=C3)Cl)OC. Cell line: LOX IMVI. Synergy scores: CSS=32.0, Synergy_ZIP=-5.40, Synergy_Bliss=0.605, Synergy_Loewe=1.70, Synergy_HSA=1.82. (8) Drug 1: CC1C(C(CC(O1)OC2CC(CC3=C2C(=C4C(=C3O)C(=O)C5=C(C4=O)C(=CC=C5)OC)O)(C(=O)C)O)N)O.Cl. Drug 2: CN1C(=O)N2C=NC(=C2N=N1)C(=O)N. Cell line: OVCAR-4. Synergy scores: CSS=3.01, Synergy_ZIP=-0.346, Synergy_Bliss=-0.0632, Synergy_Loewe=-10.4, Synergy_HSA=-3.68. (9) Synergy scores: CSS=6.29, Synergy_ZIP=-3.04, Synergy_Bliss=0.00978, Synergy_Loewe=-4.67, Synergy_HSA=-1.21. Drug 1: CC1C(C(CC(O1)OC2CC(CC3=C2C(=C4C(=C3O)C(=O)C5=C(C4=O)C(=CC=C5)OC)O)(C(=O)CO)O)N)O.Cl. Drug 2: CN(CCCl)CCCl.Cl. Cell line: EKVX.